This data is from Catalyst prediction with 721,799 reactions and 888 catalyst types from USPTO. The task is: Predict which catalyst facilitates the given reaction. (1) The catalyst class is: 1. Reactant: [CH2:1]([O:3][CH2:4][CH2:5][N:6]1[CH:10]=[C:9](I)[CH:8]=[N:7]1)[CH3:2].C([Mg]Cl)(C)C.C(O[B:21]1[O:25][C:24]([CH3:27])([CH3:26])[C:23]([CH3:29])([CH3:28])[O:22]1)(C)C. Product: [CH2:1]([O:3][CH2:4][CH2:5][N:6]1[CH:10]=[C:9]([B:21]2[O:25][C:24]([CH3:27])([CH3:26])[C:23]([CH3:29])([CH3:28])[O:22]2)[CH:8]=[N:7]1)[CH3:2]. (2) Reactant: [F:1][C:2]1[CH:9]=[C:8]([CH2:10][N:11]2[CH:15]=[CH:14][N:13]=[CH:12]2)[CH:7]=[CH:6][C:3]=1[C:4]#[N:5].[NH2:16]N.[CH3:18][O:19]C(=O)C1C(=CC=CC=1)C(OC)=O.C([O-])([O-])=O.[Na+].[Na+].O([C:46]([O:48][C:49]([CH3:52])([CH3:51])[CH3:50])=[O:47])[C:46]([O:48][C:49]([CH3:52])([CH3:51])[CH3:50])=[O:47].[C:53](#[N:55])[CH3:54]. Product: [C:49]([O:48][C:46](=[O:47])[NH:55][CH2:53][CH2:54][C:15]1[N:11]([CH2:10][C:8]2[CH:7]=[CH:6][C:3]([C:4]#[N:5])=[C:2]([F:1])[CH:9]=2)[C:12]([CH3:18])=[N:13][CH:14]=1)([CH3:50])([CH3:51])[CH3:52].[NH4+:16].[OH-:19]. The catalyst class is: 14. (3) Reactant: [CH3:1][C@@:2]12[C:21](=[O:22])[CH2:20][CH2:19][C@H:3]1[C@H:4]1[C@H:9]([CH2:10][CH2:11]2)[C@:8]([CH2:13][CH2:14][C:15]([OH:17])=O)([CH3:12])[C:7](=O)[CH2:6][CH2:5]1.[NH3:23].Cl. Product: [CH3:12][C@@:8]12[C@H:9]3[CH2:10][CH2:11][C@@:2]4([CH3:1])[C@H:3]([C@@H:4]3[CH2:5][CH:6]=[C:7]1[NH:23][C:15](=[O:17])[CH2:14][CH2:13]2)[CH2:19][CH2:20][C:21]4=[O:22]. The catalyst class is: 746. (4) Reactant: [C:1]([O:5][C:6](=[O:18])[NH:7][C:8]1[CH:13]=[CH:12][C:11]([S:14]([CH3:17])(=[O:16])=[O:15])=[CH:10][CH:9]=1)([CH3:4])([CH3:3])[CH3:2].[H-].[Na+].Cl[C:22]1[N:27]=[C:26]([Cl:28])[N:25]=[C:24]2[N:29]([CH3:32])[N:30]=[CH:31][C:23]=12. Product: [C:1]([O:5][C:6](=[O:18])[N:7]([C:22]1[N:27]=[C:26]([Cl:28])[N:25]=[C:24]2[N:29]([CH3:32])[N:30]=[CH:31][C:23]=12)[C:8]1[CH:13]=[CH:12][C:11]([S:14]([CH3:17])(=[O:15])=[O:16])=[CH:10][CH:9]=1)([CH3:4])([CH3:3])[CH3:2]. The catalyst class is: 1. (5) Reactant: [Br:1][C:2]1[CH:3]=[C:4](B(O)O)[C:5]([F:8])=[N:6][CH:7]=1.C(=O)([O-])[O-].[Na+].[Na+].[F:18][C:19]([F:29])([F:28])[C:20]1[CH:25]=[CH:24][C:23]([CH:26]=[CH2:27])=[CH:22][CH:21]=1. Product: [Br:1][C:2]1[CH:3]=[C:4](/[CH:27]=[CH:26]/[C:23]2[CH:22]=[CH:21][C:20]([C:19]([F:18])([F:28])[F:29])=[CH:25][CH:24]=2)[C:5]([F:8])=[N:6][CH:7]=1. The catalyst class is: 613. (6) Reactant: [CH:1]1([C@H:4]2[C@H:8]([OH:9])[CH2:7][C:6](=[O:10])[N:5]2[C:11]([O:13][C:14]([CH3:17])([CH3:16])[CH3:15])=[O:12])[CH2:3][CH2:2]1.[C:18]([Si:22](Cl)([CH3:24])[CH3:23])([CH3:21])([CH3:20])[CH3:19].N1C=CN=C1. Product: [Si:22]([O:9][C@@H:8]1[CH2:7][C:6](=[O:10])[N:5]([C:11]([O:13][C:14]([CH3:17])([CH3:16])[CH3:15])=[O:12])[C@H:4]1[CH:1]1[CH2:2][CH2:3]1)([C:18]([CH3:21])([CH3:20])[CH3:19])([CH3:24])[CH3:23]. The catalyst class is: 3. (7) Reactant: Cl[CH2:2][CH2:3][CH2:4][CH2:5][CH2:6][N:7]1[C:12](=[O:13])[N:11]([CH3:14])[C:10](=[O:15])[CH:9]=[N:8]1.[F:16][C:17]1[N:22]=[C:21]([N:23]2[CH2:28][CH2:27][NH:26][CH2:25][CH2:24]2)[CH:20]=[CH:19][CH:18]=1.C(N(CC)CC)C. Product: [F:16][C:17]1[N:22]=[C:21]([N:23]2[CH2:28][CH2:27][N:26]([CH2:2][CH2:3][CH2:4][CH2:5][CH2:6][N:7]3[C:12](=[O:13])[N:11]([CH3:14])[C:10](=[O:15])[CH:9]=[N:8]3)[CH2:25][CH2:24]2)[CH:20]=[CH:19][CH:18]=1. The catalyst class is: 51. (8) Reactant: [Cl:1][C:2]1[CH:7]=[C:6]([Cl:8])[CH:5]=[CH:4][C:3]=1B(O)O.[C:12](=[O:15])([O-])[O-].[Na+].[Na+].CO[CH2:20][CH2:21][O:22]C. Product: [Cl:1][C:2]1[CH:7]=[C:6]([Cl:8])[CH:5]=[CH:4][C:3]=1[C:2]1[CH:3]=[CH:4][C:21]([OH:22])=[C:20]([CH:12]=[O:15])[CH:7]=1. The catalyst class is: 140. (9) Product: [F:35][C:2]([F:1])([F:36])[O:3][C:4]1[CH:5]=[C:6]([C:10]2[O:14][N:13]=[C:12]([C:15]3[CH:23]=[CH:22][C:21]4[N:20]5[CH2:24][CH2:25][CH:26]([CH2:27][C:28]([OH:30])=[O:29])[C:19]5=[CH:18][C:17]=4[CH:16]=3)[N:11]=2)[CH:7]=[CH:8][CH:9]=1. The catalyst class is: 4. Reactant: [F:1][C:2]([F:36])([F:35])[O:3][C:4]1[CH:5]=[C:6]([C:10]2[O:14][N:13]=[C:12]([C:15]3[CH:23]=[CH:22][C:21]4[N:20]5[CH2:24][CH2:25][CH:26]([CH2:27][C:28]([O:30]C(C)(C)C)=[O:29])[C:19]5=[CH:18][C:17]=4[CH:16]=3)[N:11]=2)[CH:7]=[CH:8][CH:9]=1.C1(SC)C=CC=CC=1.FC(F)(F)C(O)=O. (10) Product: [CH2:21]([O:20][C:18]([C:15]1([CH2:3][CH:1]=[CH2:2])[CH2:16][CH2:17][CH:12]([O:11][C:10]2[CH:9]=[CH:8][C:7]([Br:6])=[CH:24][CH:23]=2)[CH2:13][CH2:14]1)=[O:19])[CH3:22]. Reactant: [CH:1]([Mg]Br)([CH3:3])[CH3:2].[Br:6][C:7]1[CH:24]=[CH:23][C:10]([O:11][CH:12]2[CH2:17][CH2:16][CH:15]([C:18]([O:20][CH2:21][CH3:22])=[O:19])[CH2:14][CH2:13]2)=[CH:9][CH:8]=1.C(Br)C=C. The catalyst class is: 7.